Dataset: Full USPTO retrosynthesis dataset with 1.9M reactions from patents (1976-2016). Task: Predict the reactants needed to synthesize the given product. (1) Given the product [Cl:27][C:23]1[C:22]([NH:8][C@@H:9]2[C@@H:14]3[CH2:15][C@@H:11]([CH:12]=[CH:13]3)[C@@H:10]2[C:16]([NH2:18])=[O:17])=[N:21][C:20]([NH:7][C:5]2[CH:4]=[N:3][N:2]([CH2:1][CH3:29])[CH:6]=2)=[N:25][CH:24]=1, predict the reactants needed to synthesize it. The reactants are: [CH3:1][N:2]1[CH:6]=[C:5]([NH2:7])[CH:4]=[N:3]1.[NH2:8][C@@H:9]1[C@@H:14]2[CH2:15][C@@H:11]([CH:12]=[CH:13]2)[C@@H:10]1[C:16]([NH2:18])=[O:17].Cl[C:20]1[N:25]=[C:24](Cl)[C:23]([Cl:27])=[CH:22][N:21]=1.Cl[C:29]1N=C(Cl)C(F)=CN=1. (2) Given the product [Br:1][C:2]1[C:12]2[C:13]3[C:5]([CH2:6][CH:7]([OH:14])[C:8]=3[CH:9]=[CH:10][CH:11]=2)=[CH:4][CH:3]=1, predict the reactants needed to synthesize it. The reactants are: [Br:1][C:2]1[C:12]2[C:13]3[C:5]([CH2:6][C:7](=[O:14])[C:8]=3[CH:9]=[CH:10][CH:11]=2)=[CH:4][CH:3]=1.[BH4-].[Na+].[Cl-].[NH4+]. (3) Given the product [CH3:46][O:45][C:43](=[O:44])[CH:42]([C@@:21]1([N+:24]([O-:26])=[O:25])[CH2:22][CH2:23][N:18]([C:16]([N:15]([C@@H:13]([C:5]2[CH:4]=[C:3]([C:2]([F:1])([F:36])[F:37])[CH:8]=[C:7]([C:9]([F:10])([F:11])[F:12])[CH:6]=2)[CH3:14])[CH3:35])=[O:17])[C@@H:19]([C:27]2[CH:32]=[CH:31][C:30]([F:33])=[CH:29][C:28]=2[CH3:34])[CH2:20]1)[CH2:41][C:40]([O:48][CH3:49])=[O:47], predict the reactants needed to synthesize it. The reactants are: [F:1][C:2]([F:37])([F:36])[C:3]1[CH:4]=[C:5]([C@H:13]([N:15]([CH3:35])[C:16]([N:18]2[CH2:23][CH2:22][CH:21]([N+:24]([O-:26])=[O:25])[CH2:20][C@@H:19]2[C:27]2[CH:32]=[CH:31][C:30]([F:33])=[CH:29][C:28]=2[CH3:34])=[O:17])[CH3:14])[CH:6]=[C:7]([C:9]([F:12])([F:11])[F:10])[CH:8]=1.[F-].[K+].[C:40]([O:48][CH3:49])(=[O:47])/[CH:41]=[CH:42]\[C:43]([O:45][CH3:46])=[O:44].O.